Dataset: Forward reaction prediction with 1.9M reactions from USPTO patents (1976-2016). Task: Predict the product of the given reaction. Given the reactants [F:1][C:2]([F:20])([F:19])[C:3]([NH:5][CH2:6][C:7]1[C:8]([O:17][CH3:18])=[CH:9][C:10]([Cl:16])=[C:11]([CH:15]=1)[C:12](O)=[O:13])=[O:4].C(Cl)(=O)C(Cl)=O.[NH3:27], predict the reaction product. The product is: [F:1][C:2]([F:20])([F:19])[C:3]([NH:5][CH2:6][C:7]1[C:8]([O:17][CH3:18])=[CH:9][C:10]([Cl:16])=[C:11]([CH:15]=1)[C:12]([NH2:27])=[O:13])=[O:4].